This data is from Forward reaction prediction with 1.9M reactions from USPTO patents (1976-2016). The task is: Predict the product of the given reaction. (1) Given the reactants [N+:1]([C:4]1[CH:5]=[C:6]([CH:9]=[CH:10][CH:11]=1)[CH:7]=[CH2:8])([O-:3])=[O:2].Br[C:13]1[CH:14]=[N:15][CH:16]=[CH:17][CH:18]=1.C(=O)(O)[O-].[Na+], predict the reaction product. The product is: [N+:1]([C:4]1[CH:5]=[C:6](/[CH:7]=[CH:8]/[C:13]2[CH:14]=[N:15][CH:16]=[CH:17][CH:18]=2)[CH:9]=[CH:10][CH:11]=1)([O-:3])=[O:2]. (2) The product is: [C:1]([NH:5][C:6]1[C:7](=[N:11][NH:12][C:13]2[CH:18]=[CH:17][CH:16]=[CH:15][CH:14]=2)[C:8]([CH3:9])=[N:40][N:39]=1)([CH3:4])([CH3:3])[CH3:2]. Given the reactants [C:1]([NH:5][C:6](=O)[C:7](=[N:11][NH:12][C:13]1[CH:18]=[CH:17][CH:16]=[CH:15][CH:14]=1)[C:8](=O)[CH3:9])([CH3:4])([CH3:3])[CH3:2].NC1C=CC=CC=1.C(NC(=O)CC(C)=O)(C)(C)C.O.[NH2:39][NH2:40], predict the reaction product. (3) Given the reactants [Cl:1][C:2]1[CH:9]=[CH:8][C:5]([CH2:6][NH2:7])=[CH:4][CH:3]=1.[C:10](Cl)(Cl)=[O:11], predict the reaction product. The product is: [Cl:1][C:2]1[CH:9]=[CH:8][C:5]([CH2:6][N:7]=[C:10]=[O:11])=[CH:4][CH:3]=1. (4) Given the reactants [CH3:1][O:2][CH2:3][CH:4]=O.C(O[BH-](OC(=O)C)OC(=O)C)(=O)C.[Na+].[CH3:20][O:21][C:22]1[CH:23]=[C:24]2[C:29](=[CH:30][C:31]=1[O:32][CH2:33][CH:34]1[CH2:39][CH2:38][NH:37][CH2:36][CH2:35]1)[N:28]=[CH:27][N:26]=[C:25]2[O:40][C:41]1[CH:42]=[C:43]2[C:47](=[CH:48][CH:49]=1)[NH:46][C:45]([CH3:50])=[CH:44]2.C(=O)([O-])O.[Na+], predict the reaction product. The product is: [CH3:20][O:21][C:22]1[CH:23]=[C:24]2[C:29](=[CH:30][C:31]=1[O:32][CH2:33][CH:34]1[CH2:39][CH2:38][N:37]([CH2:4][CH2:3][O:2][CH3:1])[CH2:36][CH2:35]1)[N:28]=[CH:27][N:26]=[C:25]2[O:40][C:41]1[CH:42]=[C:43]2[C:47](=[CH:48][CH:49]=1)[NH:46][C:45]([CH3:50])=[CH:44]2. (5) Given the reactants [CH3:1][C:2]1[CH:7]=[CH:6][N:5]=[CH:4][C:3]=1[C:8](=[O:10])[CH3:9].Cl.CCOCC.Cl.[Cl:18]N1C(=O)CCC1=O, predict the reaction product. The product is: [CH3:1][C:2]1[CH:7]=[CH:6][N:5]=[CH:4][C:3]=1[C:8](=[O:10])[CH2:9][Cl:18]. (6) Given the reactants [C:1]([C:5]1[CH:9]=[C:8]([NH:10][C:11](=[O:19])OC2C=CC=CC=2)[N:7]([C:20]2[CH:25]=[CH:24][C:23]([F:26])=[CH:22][CH:21]=2)[N:6]=1)([CH3:4])([CH3:3])[CH3:2].[NH2:27][C:28]1[CH:44]=[CH:43][C:31]([O:32][C:33]2[CH:38]=[CH:37][N:36]=[C:35]3[NH:39][C:40](=[O:42])[NH:41][C:34]=23)=[CH:30][CH:29]=1, predict the reaction product. The product is: [C:1]([C:5]1[CH:9]=[C:8]([NH:10][C:11]([NH:27][C:28]2[CH:29]=[CH:30][C:31]([O:32][C:33]3[CH:38]=[CH:37][N:36]=[C:35]4[NH:39][C:40](=[O:42])[NH:41][C:34]=34)=[CH:43][CH:44]=2)=[O:19])[N:7]([C:20]2[CH:25]=[CH:24][C:23]([F:26])=[CH:22][CH:21]=2)[N:6]=1)([CH3:4])([CH3:3])[CH3:2].